From a dataset of HIV replication inhibition screening data with 41,000+ compounds from the AIDS Antiviral Screen. Binary Classification. Given a drug SMILES string, predict its activity (active/inactive) in a high-throughput screening assay against a specified biological target. (1) The molecule is COC(=O)C1=CC2OC1(C)CCC2=O. The result is 0 (inactive). (2) The drug is N#CNC(=N)Nc1ccc(Cl)cc1. The result is 0 (inactive). (3) The compound is Cc1cc2ncn(C3CCCCO3)c2cc1C. The result is 0 (inactive). (4) The drug is Cn1c(=O)cc(N=Nc2ccc(Cl)c(Cl)c2)[nH]c1=O. The result is 0 (inactive). (5) The drug is CC(C)c1ccc(C=Nc2ccc(SSc3ccc(N=Cc4ccc(C(C)C)cc4)cc3)cc2)cc1. The result is 0 (inactive). (6) The molecule is Cc1cc(S(=O)(=O)NC2=Nc3ccc(Cl)cc3C(c3ccccc3)N2)c(S)cc1Cl. The result is 0 (inactive). (7) The compound is O=C(NC(=Cc1ccc(C=C(NC(=O)c2ccccc2)c2nc3ccccc3s2)cc1)c1nc2ccccc2s1)c1ccccc1. The result is 0 (inactive).